Dataset: Catalyst prediction with 721,799 reactions and 888 catalyst types from USPTO. Task: Predict which catalyst facilitates the given reaction. (1) Reactant: [H-].[Na+].Cl.[NH2:4][C:5]([NH2:7])=[NH:6].[C:8]([O:12][C:13](=[O:37])[CH:14]([CH2:30][C:31]1[CH:36]=[CH:35][CH:34]=[CH:33][CH:32]=1)[NH:15][C:16]([C:18]1[CH:27]=[C:26]2[C:21]([C:22]([Cl:29])=[CH:23][N:24]=[C:25]2Cl)=[CH:20][CH:19]=1)=[O:17])([CH3:11])([CH3:10])[CH3:9].O. Product: [C:8]([O:12][C:13](=[O:37])[CH:14]([CH2:30][C:31]1[CH:32]=[CH:33][CH:34]=[CH:35][CH:36]=1)[NH:15][C:16]([C:18]1[CH:27]=[C:26]2[C:21]([C:22]([Cl:29])=[CH:23][N:24]=[C:25]2[NH:6][C:5]([NH2:7])=[NH:4])=[CH:20][CH:19]=1)=[O:17])([CH3:11])([CH3:9])[CH3:10]. The catalyst class is: 16. (2) Reactant: [H-].[Na+].[C:3]([O:7][C:8]([N:10]1[CH2:14][C@H:13]([OH:15])[C@@H:12]([NH:16][C:17]([C:19]2[S:20][C:21]([Cl:24])=[CH:22][CH:23]=2)=[O:18])[CH2:11]1)=[O:9])([CH3:6])([CH3:5])[CH3:4].FC(F)(F)S(O[CH2:31][CH:32]([F:34])[F:33])(=O)=O. Product: [C:3]([O:7][C:8]([N:10]1[CH2:14][C@H:13]([O:15][CH2:31][CH:32]([F:34])[F:33])[C@@H:12]([NH:16][C:17]([C:19]2[S:20][C:21]([Cl:24])=[CH:22][CH:23]=2)=[O:18])[CH2:11]1)=[O:9])([CH3:6])([CH3:4])[CH3:5]. The catalyst class is: 31. (3) Reactant: [OH:1][C@@H:2]1[CH2:6][N:5]([C:7](=[O:17])[C@@H:8]([NH:12][C:13]([O:15][CH3:16])=[O:14])[CH:9]([CH3:11])[CH3:10])[C@H:4]([C:18]2[NH:19][C:20]([C:23]3[CH:24]=[C:25]4[C:30](=[CH:31][CH:32]=3)[CH:29]=[C:28]([C:33]3[CH:38]=[CH:37][C:36]([C:39]5[NH:43][C:42]([C@@H:44]6[CH2:48][CH2:47][CH2:46][N:45]6C(OC(C)(C)C)=O)=[N:41][CH:40]=5)=[CH:35][CH:34]=3)[CH:27]=[CH:26]4)=[CH:21][N:22]=2)[CH2:3]1.Cl.[CH3:57][O:58][C:59]([NH:61][C@H:62]([C:66]1[CH:71]=[CH:70][CH:69]=[CH:68][CH:67]=1)[C:63]([OH:65])=O)=[O:60].CCOC(C(C#N)=NOC(N1CCOCC1)=[N+](C)C)=O.F[P-](F)(F)(F)(F)F.CCN(C(C)C)C(C)C. Product: [OH:1][C@@H:2]1[CH2:6][N:5]([C:7](=[O:17])[C@@H:8]([NH:12][C:13]([O:15][CH3:16])=[O:14])[CH:9]([CH3:11])[CH3:10])[C@H:4]([C:18]2[NH:19][C:20]([C:23]3[CH:24]=[C:25]4[C:30](=[CH:31][CH:32]=3)[CH:29]=[C:28]([C:33]3[CH:38]=[CH:37][C:36]([C:39]5[NH:43][C:42]([C@@H:44]6[CH2:48][CH2:47][CH2:46][N:45]6[C:63](=[O:65])[C@H:62]([NH:61][C:59](=[O:60])[O:58][CH3:57])[C:66]6[CH:71]=[CH:70][CH:69]=[CH:68][CH:67]=6)=[N:41][CH:40]=5)=[CH:35][CH:34]=3)[CH:27]=[CH:26]4)=[CH:21][N:22]=2)[CH2:3]1. The catalyst class is: 5. (4) Reactant: [Mg].II.Br[C:5]1[CH:10]=[CH:9][CH:8]=[CH:7][C:6]=1[CH3:11].C[O:13][C:14]1[CH:19]=[CH:18][N:17]=[CH:16][CH:15]=1.[CH:20]([O:22][CH:23](Cl)[C:24]1[CH:29]=[CH:28][CH:27]=[CH:26][CH:25]=1)=[O:21].C(O)(=O)CC(CC(O)=O)(C(O)=O)O. Product: [CH2:23]([O:22][C:20]([N:17]1[CH:18]=[CH:19][C:14](=[O:13])[CH2:15][CH:16]1[C:5]1[CH:10]=[CH:9][CH:8]=[CH:7][C:6]=1[CH3:11])=[O:21])[C:24]1[CH:29]=[CH:28][CH:27]=[CH:26][CH:25]=1. The catalyst class is: 7. (5) Reactant: [Si:1]([O:18][CH2:19][CH2:20][C:21]1[C:22](=[O:39])[N:23]([C:27]2[CH:32]=[CH:31][C:30]([N+:33]([O-])=O)=[CH:29][C:28]=2[CH2:36][O:37][CH3:38])[CH:24]=[CH:25][CH:26]=1)([C:14]([CH3:17])([CH3:16])[CH3:15])([C:8]1[CH:13]=[CH:12][CH:11]=[CH:10][CH:9]=1)[C:2]1[CH:7]=[CH:6][CH:5]=[CH:4][CH:3]=1.C([O-])=O.[NH4+]. Product: [NH2:33][C:30]1[CH:31]=[CH:32][C:27]([N:23]2[CH:24]=[CH:25][CH:26]=[C:21]([CH2:20][CH2:19][O:18][Si:1]([C:14]([CH3:16])([CH3:17])[CH3:15])([C:8]3[CH:9]=[CH:10][CH:11]=[CH:12][CH:13]=3)[C:2]3[CH:7]=[CH:6][CH:5]=[CH:4][CH:3]=3)[C:22]2=[O:39])=[C:28]([CH2:36][O:37][CH3:38])[CH:29]=1. The catalyst class is: 604.